From a dataset of Full USPTO retrosynthesis dataset with 1.9M reactions from patents (1976-2016). Predict the reactants needed to synthesize the given product. (1) Given the product [Cl:46][C:29]1[C:30]([C:32]2[CH:33]=[N:34][CH:35]=[C:36]([NH:38][CH2:39][CH:40]3[CH2:45][CH2:44][O:43][CH2:42][CH2:41]3)[N:37]=2)=[CH:31][C:26]([NH:25][C:14]([C@@H:10]2[CH2:11][CH2:12][CH2:13][N:8]([C:6]([O:5][C:1]([CH3:2])([CH3:3])[CH3:4])=[O:7])[CH2:9]2)=[O:16])=[N:27][CH:28]=1, predict the reactants needed to synthesize it. The reactants are: [C:1]([O:5][C:6]([N:8]1[CH2:13][CH2:12][CH2:11][C@@H:10]([C:14]([OH:16])=O)[CH2:9]1)=[O:7])([CH3:4])([CH3:3])[CH3:2].ClC(N(C)C)=C(C)C.[NH2:25][C:26]1[CH:31]=[C:30]([C:32]2[N:37]=[C:36]([NH:38][CH2:39][CH:40]3[CH2:45][CH2:44][O:43][CH2:42][CH2:41]3)[CH:35]=[N:34][CH:33]=2)[C:29]([Cl:46])=[CH:28][N:27]=1.N1C=CC=CC=1. (2) Given the product [CH3:1][C:2]1[C:7]([CH3:8])=[CH:6][CH:5]=[CH:4][C:3]=1[CH2:9][N:10]([C:11]1[S:12][CH2:13][CH2:14][N:15]=1)[C:19]([O:21][CH3:22])=[O:20], predict the reactants needed to synthesize it. The reactants are: [CH3:1][C:2]1[C:7]([CH3:8])=[CH:6][CH:5]=[CH:4][C:3]=1[CH2:9][NH:10][C:11]1[S:12][CH2:13][CH2:14][N:15]=1.[H-].[Na+].Cl[C:19]([O:21][CH3:22])=[O:20]. (3) Given the product [CH2:20]([CH:23]([CH2:26][CH2:27][CH2:28][CH3:29])/[CH:1]=[CH:2]/[C:3]([OH:5])=[O:4])[CH:21]=[CH2:22], predict the reactants needed to synthesize it. The reactants are: [C:1](O)(=O)[CH2:2][C:3]([OH:5])=[O:4].N1CCOCC1.N1C=CC=CC=1.[CH2:20]([CH:23]([CH2:26][CH2:27][CH2:28][CH3:29])C=O)[CH:21]=[CH2:22].Cl. (4) Given the product [Cl:1][C:2]1[CH:3]=[N:4][C:5]2[N:6]([N:8]=[C:9]([C:11]([N:16]3[CH2:17][CH2:18][C:19]4[NH:23][CH:22]=[CH:21][C:20]=4[N:15]3[CH3:14])=[O:13])[CH:10]=2)[CH:7]=1, predict the reactants needed to synthesize it. The reactants are: [Cl:1][C:2]1[CH:3]=[N:4][C:5]2[N:6]([N:8]=[C:9]([C:11]([OH:13])=O)[CH:10]=2)[CH:7]=1.[CH3:14][N:15]1[C:20]2[CH:21]=[CH:22][NH:23][C:19]=2[CH2:18][CH2:17][NH:16]1. (5) Given the product [CH3:1][C:2]1[S:3][C:4]2[CH:10]=[CH:9][C:8]([C:11]([NH:20][C:19]3[CH:21]=[CH:22][C:16]([C:15]([F:14])([F:23])[F:24])=[CH:17][CH:18]=3)=[O:13])=[CH:7][C:5]=2[N:6]=1, predict the reactants needed to synthesize it. The reactants are: [CH3:1][C:2]1[S:3][C:4]2[CH:10]=[CH:9][C:8]([C:11]([OH:13])=O)=[CH:7][C:5]=2[N:6]=1.[F:14][C:15]([F:24])([F:23])[C:16]1[CH:22]=[CH:21][C:19]([NH2:20])=[CH:18][CH:17]=1.C(Cl)CCl. (6) Given the product [Cl:16][C:17]1[CH:18]=[CH:19][C:20]([N+:52]([O-:54])=[O:53])=[C:21]([C:23]2[CH:28]=[CH:27][N:26]([CH:29]([C:30]3[O:31][C:34]([C:36]4[CH:41]=[CH:40][C:39]([F:42])=[CH:38][CH:37]=4)=[CH:33][N:32]=3)[CH2:43][C:44]3[CH:49]=[CH:48][C:47]([F:50])=[CH:46][CH:45]=3)[C:25](=[O:51])[CH:24]=2)[CH:22]=1, predict the reactants needed to synthesize it. The reactants are: CC[N+](S(N=C(OC)[O-])(=O)=O)(CC)CC.[Cl:16][C:17]1[CH:18]=[CH:19][C:20]([N+:52]([O-:54])=[O:53])=[C:21]([C:23]2[CH:28]=[CH:27][N:26]([CH:29]([CH2:43][C:44]3[CH:49]=[CH:48][C:47]([F:50])=[CH:46][CH:45]=3)[C:30]([NH:32][CH2:33][C:34]([C:36]3[CH:41]=[CH:40][C:39]([F:42])=[CH:38][CH:37]=3)=O)=[O:31])[C:25](=[O:51])[CH:24]=2)[CH:22]=1.